This data is from In vitro SARS-CoV-2 activity screen of 1,480 approved drugs from Prestwick library. The task is: Binary Classification. Given a drug SMILES string, predict its activity (active/inactive) in a high-throughput screening assay against a specified biological target. (1) The molecule is C#C[C@]1(OC(C)=O)CC[C@H]2[C@@H]3CCC4=C[C@@H](OC(C)=O)CC[C@@H]4[C@H]3CC[C@@]21C. The result is 0 (inactive). (2) The drug is C[C@H]1C[C@H](C)C(=O)[C@H]([C@H](O)CC2CC(=O)NC(=O)C2)C1. The result is 0 (inactive). (3) The drug is C[C@H]1O[C@@H](O[C@H]2[C@@H](O)C[C@H](O[C@H]3[C@@H](O)C[C@H](O[C@H]4CC[C@]5(C)[C@H]6C[C@@H](O)[C@]7(C)[C@@H](C8=CC(=O)OC8)CC[C@]7(O)[C@@H]6CC[C@@H]5C4)O[C@@H]3C)O[C@@H]2C)C[C@H](O)[C@@H]1O. The result is 0 (inactive). (4) The drug is CC[C@H](C)[C@H]1O[C@]2(CC[C@@H]1C)C[C@@H]1C[C@@H](C/C=C(\C)[C@@H](O[C@H]3C[C@H](OC)[C@@H](O[C@H]4C[C@H](OC)[C@@H](O)[C@H](C)O4)[C@H](C)O3)[C@@H](C)/C=C/C=C3\CO[C@@H]4[C@H](O)C(C)=C[C@@H](C(=O)O1)[C@]34O)O2. The result is 0 (inactive). (5) The drug is CC(C)(C)C(O)/C=C/c1ccc2c(c1)OCO2. The result is 0 (inactive). (6) The molecule is Cl.OC(CCCN1CCCCC1)(c1ccccc1)c1ccccc1. The result is 0 (inactive). (7) The molecule is Nc1nc(/C(=C/CC(=O)O)C(=O)N[C@@H]2C(=O)N3C(C(=O)O)=CCS[C@H]23)cs1. The result is 0 (inactive). (8) The molecule is CC(C)c1cccc(C(C)C)c1O. The result is 0 (inactive). (9) The drug is COc1ccc(C(Cl)=C(c2ccc(OC)cc2)c2ccc(OC)cc2)cc1. The result is 0 (inactive).